From a dataset of Forward reaction prediction with 1.9M reactions from USPTO patents (1976-2016). Predict the product of the given reaction. (1) Given the reactants [C:1]([C:3]1[C:17]([CH3:18])=[CH:16][C:6]([O:7][CH2:8][C:9]([O:11]C(C)(C)C)=[O:10])=[C:5]([CH:19]([CH3:21])[CH3:20])[CH:4]=1)#[N:2].FC(F)(F)C(O)=O, predict the reaction product. The product is: [C:1]([C:3]1[C:17]([CH3:18])=[CH:16][C:6]([O:7][CH2:8][C:9]([OH:11])=[O:10])=[C:5]([CH:19]([CH3:21])[CH3:20])[CH:4]=1)#[N:2]. (2) Given the reactants [C:1]([O:4][C@@H:5]1[C@@H:10]([O:11][C:12](=[O:14])[CH3:13])[C@H:9]([O:15][C:16](=[O:18])[CH3:17])[C@@H:8]([CH2:19][O:20][C:21](=[O:23])[CH3:22])[O:7][C@H:6]1[O:24][C:25]1[C:29]([CH2:30][C:31]2[CH:36]=[CH:35][C:34]([O:37][CH2:38][CH2:39][CH2:40][NH2:41])=[CH:33][CH:32]=2)=[C:28]([CH:42]([CH3:44])[CH3:43])[NH:27][N:26]=1)(=[O:3])[CH3:2].[CH2:45]([O:52][C:53]([NH:55][CH2:56][C:57](O)=[O:58])=[O:54])[C:46]1[CH:51]=[CH:50][CH:49]=[CH:48][CH:47]=1.ON1C2C=CC=CC=2N=N1.Cl.C(N=C=NCCCN(C)C)C, predict the reaction product. The product is: [C:1]([O:4][C@@H:5]1[C@@H:10]([O:11][C:12](=[O:14])[CH3:13])[C@H:9]([O:15][C:16](=[O:18])[CH3:17])[C@@H:8]([CH2:19][O:20][C:21](=[O:23])[CH3:22])[O:7][C@H:6]1[O:24][C:25]1[C:29]([CH2:30][C:31]2[CH:36]=[CH:35][C:34]([O:37][CH2:38][CH2:39][CH2:40][NH:41][C:57](=[O:58])[CH2:56][NH:55][C:53]([O:52][CH2:45][C:46]3[CH:47]=[CH:48][CH:49]=[CH:50][CH:51]=3)=[O:54])=[CH:33][CH:32]=2)=[C:28]([CH:42]([CH3:44])[CH3:43])[NH:27][N:26]=1)(=[O:3])[CH3:2]. (3) Given the reactants Br[C:2]1[CH:3]=[C:4]([F:11])[C:5]([O:9][CH3:10])=[C:6]([F:8])[CH:7]=1.[C:12]([Si:14]([CH3:17])([CH3:16])[CH3:15])#[CH:13].C(N(C(C)C)CC)(C)C, predict the reaction product. The product is: [F:8][C:6]1[CH:7]=[C:2]([C:13]#[C:12][Si:14]([CH3:17])([CH3:16])[CH3:15])[CH:3]=[C:4]([F:11])[C:5]=1[O:9][CH3:10]. (4) Given the reactants [H-].[Na+].[Br:3][C:4]1[N:9]=[C:8]2[NH:10][C:11]([C@@H:13]3[CH2:17][CH2:16][CH2:15][N:14]3[C:18]([O:20][C:21]([CH3:24])([CH3:23])[CH3:22])=[O:19])=[N:12][C:7]2=[N:6][CH:5]=1.[CH3:25][Si:26]([CH2:29][CH2:30][O:31][CH2:32]Cl)([CH3:28])[CH3:27], predict the reaction product. The product is: [Br:3][C:4]1[N:9]=[C:8]2[N:10]=[C:11]([C@@H:13]3[CH2:17][CH2:16][CH2:15][N:14]3[C:18]([O:20][C:21]([CH3:24])([CH3:23])[CH3:22])=[O:19])[N:12]([CH2:32][O:31][CH2:30][CH2:29][Si:26]([CH3:28])([CH3:27])[CH3:25])[C:7]2=[N:6][CH:5]=1.[Br:3][C:4]1[N:9]=[C:8]2[N:10]([CH2:32][O:31][CH2:30][CH2:29][Si:26]([CH3:28])([CH3:27])[CH3:25])[C:11]([C@@H:13]3[CH2:17][CH2:16][CH2:15][N:14]3[C:18]([O:20][C:21]([CH3:24])([CH3:23])[CH3:22])=[O:19])=[N:12][C:7]2=[N:6][CH:5]=1. (5) Given the reactants [S:1](=[O:5])(=[O:4])([OH:3])[OH:2].[N:6]#[C:7][NH2:8].[CH3:9][OH:10].OS(O)(=O)=O, predict the reaction product. The product is: [S:1]([OH:5])([OH:4])(=[O:3])=[O:2].[CH3:9][O:10][C:7](=[NH:8])[NH2:6]. (6) Given the reactants C(=O)([O-])[O-].[Na+].[Na+].[ClH:7].[N:8]12[CH2:15][CH2:14][CH:11]([CH2:12][CH2:13]1)[C@H:10]([NH:16][C:17]([C:19]1[S:20][C:21]3[C:27](Br)=[CH:26][CH:25]=[CH:24][C:22]=3[CH:23]=1)=[O:18])[CH2:9]2.[CH3:29][O:30][C:31]1[CH:36]=[CH:35][CH:34]=[CH:33][C:32]=1B(O)O, predict the reaction product. The product is: [ClH:7].[N:8]12[CH2:15][CH2:14][CH:11]([CH2:12][CH2:13]1)[C@H:10]([NH:16][C:17]([C:19]1[S:20][C:21]3[C:27]([C:32]4[CH:33]=[CH:34][CH:35]=[CH:36][C:31]=4[O:30][CH3:29])=[CH:26][CH:25]=[CH:24][C:22]=3[CH:23]=1)=[O:18])[CH2:9]2. (7) Given the reactants C[C:2]1[CH:10]=[C:9]2[C:5]([CH:6]([CH2:11][C:12]([OH:14])=O)[CH:7]=[N:8]2)=[CH:4][CH:3]=1.O.ON1C2C=CC=C[C:20]=2N=N1.Cl.Cl.CN(C)CCCN=C=NCC.[CH3:39][C:40]1([C:46]2[CH:47]=[C:48]([NH:52][S:53]([CH3:56])(=[O:55])=[O:54])[CH:49]=[CH:50][CH:51]=2)[CH:45]2[CH:41]1[CH2:42][NH:43][CH2:44]2.C(N(CC)CC)C, predict the reaction product. The product is: [NH3:8].[CH3:39][C:40]1([C:46]2[CH:47]=[C:48]([NH:52][S:53]([CH3:56])(=[O:55])=[O:54])[CH:49]=[CH:50][CH:51]=2)[CH:45]2[CH:41]1[CH2:42][N:43]([C:12](=[O:14])[CH2:11][C:6]1[C:5]3[C:9](=[CH:10][CH:2]=[CH:3][CH:4]=3)[N:8]([CH3:20])[CH:7]=1)[CH2:44]2.